Dataset: CYP2C9 inhibition data for predicting drug metabolism from PubChem BioAssay. Task: Regression/Classification. Given a drug SMILES string, predict its absorption, distribution, metabolism, or excretion properties. Task type varies by dataset: regression for continuous measurements (e.g., permeability, clearance, half-life) or binary classification for categorical outcomes (e.g., BBB penetration, CYP inhibition). Dataset: cyp2c9_veith. (1) The drug is Cc1cccc(C)c1NC(=O)Nc1ccc(S(N)(=O)=O)cc1. The result is 0 (non-inhibitor). (2) The molecule is COC(=O)C/C=C\[C@@H](C)[C@@H](/C=N\O[C@@H](C)c1cn([C@H](CO)Cc2ccccc2)nn1)NS(=O)(=O)c1ccc(C)cc1. The result is 0 (non-inhibitor). (3) The compound is Nc1nonc1-n1nncc1-c1ccccc1. The result is 0 (non-inhibitor). (4) The compound is Cc1cc(Cc2cc(Cc3cc(C)cc(C(C)(C)C)c3O)c(C)cc2C)c(O)c(C(C)(C)C)c1. The result is 1 (inhibitor). (5) The drug is Cc1ccc(C(=O)C2(C)C3c4cc(Br)ccc4OC(=O)C32C(=O)c2ccco2)cc1. The result is 1 (inhibitor).